Task: Predict which catalyst facilitates the given reaction.. Dataset: Catalyst prediction with 721,799 reactions and 888 catalyst types from USPTO (1) Reactant: [CH2:1]([O:8][C:9]1[CH:14]=[C:13]([O:15][CH2:16][C:17]2[CH:22]=[CH:21][CH:20]=[CH:19][CH:18]=2)[C:12]([CH:23]([CH3:25])[CH3:24])=[CH:11][C:10]=1[C:26]1[O:30][N:29]=[C:28]([C:31]([NH:33][CH2:34][CH3:35])=[O:32])[C:27]=1[C:36]1[N:40]=[C:39](C(Cl)(Cl)Cl)[O:38][N:37]=1)[C:2]1[CH:7]=[CH:6][CH:5]=[CH:4][CH:3]=1.[NH:45]1[CH2:49][CH2:48][CH2:47][CH2:46]1. Product: [CH2:1]([O:8][C:9]1[CH:14]=[C:13]([O:15][CH2:16][C:17]2[CH:22]=[CH:21][CH:20]=[CH:19][CH:18]=2)[C:12]([CH:23]([CH3:25])[CH3:24])=[CH:11][C:10]=1[C:26]1[O:30][N:29]=[C:28]([C:31]([NH:33][CH2:34][CH3:35])=[O:32])[C:27]=1[C:36]1[N:40]=[C:39]([N:45]2[CH2:49][CH2:48][CH2:47][CH2:46]2)[O:38][N:37]=1)[C:2]1[CH:7]=[CH:6][CH:5]=[CH:4][CH:3]=1. The catalyst class is: 3. (2) Reactant: [CH2:1]([N:8]1[C:16]2[C:15](=[O:17])[N:14]([CH2:18][C:19]3[C:28]4[C:23](=[CH:24][CH:25]=[CH:26][CH:27]=4)[CH:22]=[CH:21][N:20]=3)[CH:13]=[N:12][C:11]=2[C:10]([C:29]#[N:30])=[C:9]1[Cl:31])[C:2]1[CH:7]=[CH:6][CH:5]=[CH:4][CH:3]=1.[NH:32]1[CH2:37][CH2:36][NH:35][CH2:34][CH2:33]1. Product: [ClH:31].[ClH:31].[C:19]1([CH2:18][N:14]2[C:15](=[O:17])[C:16]3[N:8]([CH2:1][C:2]4[CH:3]=[CH:4][CH:5]=[CH:6][CH:7]=4)[C:9]([N:32]4[CH2:37][CH2:36][NH:35][CH2:34][CH2:33]4)=[C:10]([C:29]#[N:30])[C:11]=3[N:12]=[CH:13]2)[C:28]2[C:23](=[CH:24][CH:25]=[CH:26][CH:27]=2)[CH:22]=[CH:21][N:20]=1. The catalyst class is: 44. (3) Reactant: [N+:1]([C:4]1[CH:11]=[CH:10][C:7]([CH2:8]Br)=[CH:6][CH:5]=1)([O-:3])=[O:2].[NH:12]1[CH:16]=[N:15][CH:14]=[N:13]1.C1CCN2C(=NCCC2)CC1. The catalyst class is: 2. Product: [N+:1]([C:4]1[CH:11]=[CH:10][C:7]([CH2:8][N:12]2[CH:16]=[N:15][CH:14]=[N:13]2)=[CH:6][CH:5]=1)([O-:3])=[O:2]. (4) Reactant: Cl[C:2]1[C:3]2[CH:10]=[C:9]([I:11])[N:8]([S:12]([C:15]3[CH:20]=[CH:19][CH:18]=[CH:17][CH:16]=3)(=[O:14])=[O:13])[C:4]=2[N:5]=[CH:6][N:7]=1.[C:21]([C:25]1[CH:40]=[CH:39][C:28]([C:29]([NH:31][CH2:32][CH:33]2[CH2:38][CH2:37][NH:36][CH2:35][CH2:34]2)=[O:30])=[CH:27][CH:26]=1)([CH3:24])([CH3:23])[CH3:22].C(N(CC)CC)C. Product: [C:15]1([S:12]([N:8]2[C:4]3[N:5]=[CH:6][N:7]=[C:2]([N:36]4[CH2:37][CH2:38][CH:33]([CH2:32][NH:31][C:29](=[O:30])[C:28]5[CH:27]=[CH:26][C:25]([C:21]([CH3:23])([CH3:22])[CH3:24])=[CH:40][CH:39]=5)[CH2:34][CH2:35]4)[C:3]=3[CH:10]=[C:9]2[I:11])(=[O:14])=[O:13])[CH:20]=[CH:19][CH:18]=[CH:17][CH:16]=1. The catalyst class is: 14. (5) Reactant: [N:1]1[CH:6]=[CH:5][CH:4]=[C:3]([CH2:7][C:8]([O:10][CH2:11][CH3:12])=[O:9])[N:2]=1.[N:13]([O-])=[O:14].[Na+]. Product: [OH:14]/[N:13]=[C:7](\[C:3]1[N:2]=[N:1][CH:6]=[CH:5][CH:4]=1)/[C:8]([O:10][CH2:11][CH3:12])=[O:9]. The catalyst class is: 86. (6) Reactant: [F:1][C:2]1[CH:14]=[C:13]2[C:5]([C:6]3[C:7](=[O:23])[C:8]4[CH:20]=[CH:19][C:18]([O:21]C)=[CH:17][C:9]=4[C:10]([CH3:16])([CH3:15])[C:11]=3[NH:12]2)=[CH:4][CH:3]=1.[Cl-].[NH+]1C=CC=CC=1.C(OCC)(=O)C. Product: [F:1][C:2]1[CH:14]=[C:13]2[C:5]([C:6]3[C:7](=[O:23])[C:8]4[CH:20]=[CH:19][C:18]([OH:21])=[CH:17][C:9]=4[C:10]([CH3:16])([CH3:15])[C:11]=3[NH:12]2)=[CH:4][CH:3]=1. The catalyst class is: 6.